This data is from Full USPTO retrosynthesis dataset with 1.9M reactions from patents (1976-2016). The task is: Predict the reactants needed to synthesize the given product. (1) Given the product [CH3:9][O:8][C:6](=[O:7])[C:5]1[CH:4]=[CH:3][C:2]([O:1][CH2:30][C:25]2[CH:24]=[CH:23][C:22]3[C:27](=[CH:28][CH:29]=[C:20]([O:19][CH2:18][C@@H:16]4[CH2:15][O:14][C:13]([CH3:32])([CH3:12])[O:17]4)[CH:21]=3)[CH:26]=2)=[CH:11][CH:10]=1, predict the reactants needed to synthesize it. The reactants are: [OH:1][C:2]1[CH:11]=[CH:10][C:5]([C:6]([O:8][CH3:9])=[O:7])=[CH:4][CH:3]=1.[CH3:12][C:13]1([CH3:32])[O:17][C@H:16]([CH2:18][O:19][C:20]2[CH:21]=[C:22]3[C:27](=[CH:28][CH:29]=2)[CH:26]=[C:25]([CH2:30]O)[CH:24]=[CH:23]3)[CH2:15][O:14]1.C1(P(C2C=CC=CC=2)C2C=CC=CC=2)C=CC=CC=1.N(C(OCC)=O)=NC(OCC)=O. (2) The reactants are: Cl[C:2]1[N:7]2[N:8]=[C:9]([CH:11]3[CH2:13][CH2:12]3)[N:10]=[C:6]2[N:5]=[C:4]([CH3:14])[CH:3]=1.[F:15][C:16]([F:25])([F:24])[C:17]1[CH:23]=[CH:22][C:20]([NH2:21])=[CH:19][CH:18]=1. Given the product [CH:11]1([C:9]2[N:10]=[C:6]3[N:5]=[C:4]([CH3:14])[CH:3]=[C:2]([NH:21][C:20]4[CH:22]=[CH:23][C:17]([C:16]([F:15])([F:24])[F:25])=[CH:18][CH:19]=4)[N:7]3[N:8]=2)[CH2:13][CH2:12]1, predict the reactants needed to synthesize it. (3) The reactants are: CN(C)C(SSC(=S)N(C)C)=S.Cl[C:14](Cl)(Cl)SN1C(=O)C2CCC=CC2C1=O.C(C1SC2C(=O)C3C(C(=O)C=2SC=1C#N)=CC=CC=3)#N.C1C=C(NC2N=C(Cl)N=C(Cl)N=2)C(Cl)=CC=1.ClC1C(C#N)=C(Cl)C(C#N)=C(Cl)C=1Cl.[CH3:79][C@@H:80]1[O:84][C@@H:83]([O:85][C@H]2[C@H](O)[C@@H](O)[C@H](NC(N)=N)[C@@H](O)[C@@H]2NC(N)=N)[C@H:82]([O:103][C@@H:104]2[O:109][C@@H](CO)[C@H](O)[C@@H](O)[C@@H:105]2NC)[C@@:81]1(O)C=O.C[C@H]1O[C@H](OC2[C@@H](O)[C@@H](O)C(O)[C@H](O)[C@H]2O)[C@@H](N)C[C@@H]1N=C(N)C(O)=O.Cl.C[C@@H]1C[C@@H]([C@H](O)CC2CC(=O)NC(=O)C2)C(=O)[C@@H](C)C1. Given the product [C:104]([O:103][C:82]1[O:85][CH:83]([CH3:14])[O:84][CH:80]([CH3:79])[CH:81]=1)(=[O:109])[CH3:105], predict the reactants needed to synthesize it. (4) Given the product [CH3:16][NH:18][C:10]1[C:9]2[C:4](=[CH:5][CH:6]=[CH:7][CH:8]=2)[N:3]=[C:2]([Cl:1])[C:11]=1[N+:12]([O-:14])=[O:13], predict the reactants needed to synthesize it. The reactants are: [Cl:1][C:2]1[C:11]([N+:12]([O-:14])=[O:13])=[C:10](Cl)[C:9]2[C:4](=[CH:5][CH:6]=[CH:7][CH:8]=2)[N:3]=1.[CH2:16]([N:18](CC)CC)C.CN.